This data is from Reaction yield outcomes from USPTO patents with 853,638 reactions. The task is: Predict the reaction yield, written as a fraction of the theoretical maximum amount of product (1.0 means a 100% yield; for example, 0.34 means a 34% yield). The reactants are [O:1]1[CH2:6][CH2:5][CH2:4][CH2:3][CH:2]1O.[H-].[Na+].[Br:10][C:11]1[CH:12]=[CH:13][C:14](F)=[C:15]([CH:18]=1)[C:16]#[N:17].CN(C=[O:24])C. No catalyst specified. The product is [Br:10][C:11]1[CH:12]=[CH:13][C:14]([O:24][CH:4]2[CH2:5][CH2:6][O:1][CH2:2][CH2:3]2)=[C:15]([CH:18]=1)[C:16]#[N:17]. The yield is 0.880.